From a dataset of Reaction yield outcomes from USPTO patents with 853,638 reactions. Predict the reaction yield, written as a fraction of the theoretical maximum amount of product (1.0 means a 100% yield; for example, 0.34 means a 34% yield). (1) The reactants are [OH:1][C:2]1[CH:10]=[C:9]([NH:11][S:12]([C:15]2[C:19]([Cl:20])=[C:18]([Cl:21])[S:17][C:16]=2[Cl:22])(=[O:14])=[O:13])[CH:8]=[CH:7][C:3]=1[C:4]([OH:6])=[O:5].O[CH2:24][CH2:25][CH2:26][N:27]1[CH2:32][CH2:31][O:30][CH2:29][CH2:28]1. No catalyst specified. The product is [OH:1][C:2]1[CH:10]=[C:9]([NH:11][S:12]([C:15]2[C:19]([Cl:20])=[C:18]([Cl:21])[S:17][C:16]=2[Cl:22])(=[O:14])=[O:13])[CH:8]=[CH:7][C:3]=1[C:4]([O:6][CH2:24][CH2:25][CH2:26][N:27]1[CH2:32][CH2:31][O:30][CH2:29][CH2:28]1)=[O:5]. The yield is 0.350. (2) The yield is 0.820. The reactants are Br[C:2]1[CH:3]=[C:4]([C:8]2([C:21]3[CH:26]=[CH:25][CH:24]=[CH:23][CH:22]=3)[C:20]3[CH:19]=[CH:18][CH:17]=[CH:16][C:15]=3[C:14]3[C:9]2=[CH:10][CH:11]=[CH:12][CH:13]=3)[CH:5]=[CH:6][CH:7]=1.CC(C)([O-])C.[Na+].[NH2:33][C:34]1[CH:39]=[CH:38][CH:37]=[C:36]([CH3:40])[CH:35]=1.C(P(C(C)(C)C)C(C)(C)C)(C)(C)C. The product is [CH3:40][C:36]1[CH:35]=[C:34]([NH:33][C:25]2[CH:24]=[CH:23][CH:22]=[C:21]([C:8]3([C:4]4[CH:5]=[CH:6][CH:7]=[CH:2][CH:3]=4)[C:9]4[CH:10]=[CH:11][CH:12]=[CH:13][C:14]=4[C:15]4[C:20]3=[CH:19][CH:18]=[CH:17][CH:16]=4)[CH:26]=2)[CH:39]=[CH:38][CH:37]=1. The catalyst is C1C=CC(/C=C/C(/C=C/C2C=CC=CC=2)=O)=CC=1.C1C=CC(/C=C/C(/C=C/C2C=CC=CC=2)=O)=CC=1.[Pd].CCCCCC.C1(C)C=CC=CC=1.